Dataset: Catalyst prediction with 721,799 reactions and 888 catalyst types from USPTO. Task: Predict which catalyst facilitates the given reaction. Reactant: [Cl:1][C:2]1[CH:14]=[CH:13][C:12]([Cl:15])=[C:11]2[C:3]=1[C:4]1[CH2:5][CH2:6][CH2:7][C:8](=[O:16])[C:9]=1[NH:10]2.[F-].[Cs+].[C:19]([Si](C)(C)C)([F:22])([F:21])[F:20]. Product: [Cl:1][C:2]1[CH:14]=[CH:13][C:12]([Cl:15])=[C:11]2[C:3]=1[C:4]1[CH2:5][CH2:6][CH2:7][C:8]([C:19]([F:22])([F:21])[F:20])([OH:16])[C:9]=1[NH:10]2. The catalyst class is: 1.